From a dataset of Catalyst prediction with 721,799 reactions and 888 catalyst types from USPTO. Predict which catalyst facilitates the given reaction. (1) Reactant: [C:1]([O:5][C:6](=[O:18])[CH2:7][CH2:8][CH2:9][CH2:10][CH2:11][CH2:12][CH2:13][CH2:14][CH2:15][CH2:16]Br)([CH3:4])([CH3:3])[CH3:2].[N:19]([O-:21])=[O:20].[Na+].C1(C=C(O)C=C(O)C=1)O. Product: [C:1]([O:5][C:6](=[O:18])[CH2:7][CH2:8][CH2:9][CH2:10][CH2:11][CH2:12][CH2:13][CH2:14][CH2:15][CH2:16][N+:19]([O-:21])=[O:20])([CH3:4])([CH3:3])[CH3:2]. The catalyst class is: 3. (2) Reactant: [Cl:1][C:2]1[CH:18]=[CH:17][CH:16]=[C:15]([F:19])[C:3]=1[C:4](Cl)=[N:5][C:6]1[CH:11]=[CH:10][N:9]=[C:8]([Cl:12])[C:7]=1F.NC(N)=[S:22].N1C=CC=CC=1.C(N(CC)CC)C. Product: [Cl:12][C:8]1[C:7]2[S:22][C:4]([C:3]3[C:15]([F:19])=[CH:16][CH:17]=[CH:18][C:2]=3[Cl:1])=[N:5][C:6]=2[CH:11]=[CH:10][N:9]=1. The catalyst class is: 32. (3) Reactant: Cl.[OH:2][C:3]1[C:4]([CH2:9][OH:10])=[N:5][CH:6]=[CH:7][CH:8]=1.CO.C[O-].[Na+].[CH2:16](Br)[CH:17]=[CH2:18]. Product: [CH2:18]([O:2][C:3]1[C:4]([CH2:9][OH:10])=[N:5][CH:6]=[CH:7][CH:8]=1)[CH:17]=[CH2:16]. The catalyst class is: 6. (4) Product: [NH2:15][CH:14]([C@@:10]1([C:16]2[CH:17]=[CH:18][CH:19]=[CH:20][CH:21]=2)[CH2:9][C@@H:8]2[CH2:13][C@H:11]1[CH2:12][CH:7]2[OH:6])[CH2:24][CH3:25]. Reactant: C([Si](C)(C)[O:6][CH:7]1[CH2:12][C@@H:11]2[CH2:13][C@H:8]1[CH2:9][C@:10]2([C:16]1[CH:21]=[CH:20][CH:19]=[CH:18][CH:17]=1)[C:14]#[N:15])(C)(C)C.[CH2:24]([Mg]Br)[CH3:25].C(O)C.[BH4-].[Na+]. The catalyst class is: 247. (5) Reactant: F[C:2]1[C:9]([C:10]([F:13])([F:12])[F:11])=[CH:8][CH:7]=[CH:6][C:3]=1[CH:4]=O.[C:14]([O:18][CH3:19])(=[O:17])[CH2:15][SH:16].C(=O)([O-])[O-].[K+].[K+].CN(C=O)C. Product: [F:11][C:10]([F:13])([F:12])[C:9]1[C:2]2[S:16][C:15]([C:14]([O:18][CH3:19])=[O:17])=[CH:4][C:3]=2[CH:6]=[CH:7][CH:8]=1. The catalyst class is: 6. (6) The catalyst class is: 18. Product: [Cl:1][C:2]1[CH:3]=[CH:4][C:5]([NH:28][C:29]([C:30]2[CH:31]=[C:32]([CH:33]=[CH:34][CH:35]=2)[CH2:36][S:82][C:83]2[CH:84]=[C:85]([CH:89]=[CH:90][CH:91]=2)[C:86]([OH:88])=[O:87])=[O:38])=[C:6]([C:8]2[CH:9]=[C:10]([C:11](=[O:12])[NH:13][CH2:14][C:15]3[CH:20]=[CH:19][CH:18]=[C:17]([C:21]([F:23])([F:22])[F:24])[CH:16]=3)[CH:25]=[CH:26][N:27]=2)[CH:7]=1. Reactant: [Cl:1][C:2]1[CH:3]=[CH:4][C:5]([NH:28][C:29](=[O:38])[C:30]2[CH:35]=[CH:34][CH:33]=[C:32]([CH2:36]Cl)[CH:31]=2)=[C:6]([C:8]2[CH:9]=[C:10]([CH:25]=[CH:26][N:27]=2)[C:11]([NH:13][CH2:14][C:15]2[CH:20]=[CH:19][CH:18]=[C:17]([C:21]([F:24])([F:23])[F:22])[CH:16]=2)=[O:12])[CH:7]=1.ClCC1C=C(C=CC=1)C(NC1C=CC(N2CCCCC2)=CC=1C1C=C(C=CN=1)C(NCC1C=CC=C(C(F)(F)F)C=1)=O)=O.[SH:82][C:83]1[CH:84]=[C:85]([CH:89]=[CH:90][CH:91]=1)[C:86]([OH:88])=[O:87].C([O-])([O-])=O.[K+].[K+].Cl. (7) Reactant: [F:1][C:2]1[CH:7]=[CH:6][C:5]([C:8]2[N:9]=[C:10]3[C:15]([CH2:16]OC)=[N:14][CH:13]=[CH:12][N:11]3[C:19]=2[C:20]2[CH:25]=[CH:24][N:23]=[C:22](S(C)(=O)=O)[N:21]=2)=[CH:4][CH:3]=1.[NH2:30][CH2:31][C:32]([CH3:36])([CH3:35])[CH2:33][OH:34]. Product: [F:1][C:2]1[CH:3]=[CH:4][C:5]([C:8]2[N:9]=[C:10]3[C:15]([CH3:16])=[N:14][CH:13]=[CH:12][N:11]3[C:19]=2[C:20]2[CH:25]=[CH:24][N:23]=[C:22]([NH:30][CH2:31][C:32]([CH3:36])([CH3:35])[CH2:33][OH:34])[N:21]=2)=[CH:6][CH:7]=1. The catalyst class is: 10.